From a dataset of HIV replication inhibition screening data with 41,000+ compounds from the AIDS Antiviral Screen. Binary Classification. Given a drug SMILES string, predict its activity (active/inactive) in a high-throughput screening assay against a specified biological target. (1) The molecule is O=C1OC2C(O)COC2(O)C1(O)Cc1cc(O)c(O)c(Br)c1Br. The result is 0 (inactive). (2) The compound is O=C(NCCCCCCNC(=O)NCc1ccco1)NCc1ccco1. The result is 0 (inactive). (3) The molecule is O=[N+]([O-])c1ccc(NCCSSCCNc2ccc([N+](=O)[O-])cc2[N+](=O)[O-])c([N+](=O)[O-])c1. The result is 0 (inactive). (4) The compound is COc1cc(C=CC(=O)O)ccc1O. The result is 0 (inactive). (5) The compound is CCOC(=O)C(=Cc1ccc[nH]1)P(=O)(OCC)OCC. The result is 0 (inactive). (6) The drug is O=[N+]([O-])c1cccc(N=Cc2ccc(Cl)cc2)c1. The result is 0 (inactive).